Dataset: Reaction yield outcomes from USPTO patents with 853,638 reactions. Task: Predict the reaction yield, written as a fraction of the theoretical maximum amount of product (1.0 means a 100% yield; for example, 0.34 means a 34% yield). The reactants are [NH2:1][C:2]1[CH:11]=[CH:10][C:5]([C:6]([O:8][CH3:9])=[O:7])=[CH:4][C:3]=1[CH2:12][N:13]([C:19]([O:21][C:22]([CH3:25])([CH3:24])[CH3:23])=[O:20])[CH2:14][C:15](OC)=[O:16].[H-].[Na+]. The catalyst is C1COCC1. The product is [O:16]=[C:15]1[NH:1][C:2]2[CH:11]=[CH:10][C:5]([C:6]([O:8][CH3:9])=[O:7])=[CH:4][C:3]=2[CH2:12][N:13]([C:19]([O:21][C:22]([CH3:25])([CH3:24])[CH3:23])=[O:20])[CH2:14]1. The yield is 0.210.